Dataset: Full USPTO retrosynthesis dataset with 1.9M reactions from patents (1976-2016). Task: Predict the reactants needed to synthesize the given product. (1) The reactants are: [CH2:1]([O:3][C:4](=[O:25])[CH2:5][O:6][C:7]1[CH:12]=[CH:11][C:10]([C:13](=[O:23])[CH2:14][NH:15][C:16]([O:18][C:19]([CH3:22])([CH3:21])[CH3:20])=[O:17])=[C:9]([OH:24])[CH:8]=1)[CH3:2].[C:26]([O-])([O-])=O.[K+].[K+].CI.[F-].[K+]. Given the product [CH2:1]([O:3][C:4](=[O:25])[CH2:5][O:6][C:7]1[CH:12]=[CH:11][C:10]([C:13](=[O:23])[CH2:14][NH:15][C:16]([O:18][C:19]([CH3:21])([CH3:20])[CH3:22])=[O:17])=[C:9]([O:24][CH3:26])[CH:8]=1)[CH3:2], predict the reactants needed to synthesize it. (2) Given the product [Cl:17][C:18]1[CH:19]=[C:20]([N:25]2[C:3](=[O:10])[C@@H:4]3[CH2:8][C@H:7]([OH:9])[CH2:6][N:5]3[C:26]2=[O:27])[CH:21]=[C:22]([Cl:24])[CH:23]=1, predict the reactants needed to synthesize it. The reactants are: CO[C:3](=[O:10])[C@@H:4]1[CH2:8][C@H:7]([OH:9])[CH2:6][NH:5]1.C([O-])([O-])=O.[K+].[K+].[Cl:17][C:18]1[CH:19]=[C:20]([N:25]=[C:26]=[O:27])[CH:21]=[C:22]([Cl:24])[CH:23]=1. (3) Given the product [CH3:1][C:2]1[C:7](/[CH:8]=[CH:11]/[C:12]([OH:14])=[O:13])=[CH:6][CH:5]=[CH:4][N:3]=1, predict the reactants needed to synthesize it. The reactants are: [CH3:1][C:2]1[C:7]([CH:8]=O)=[CH:6][CH:5]=[CH:4][N:3]=1.C(O)(=O)[CH2:11][C:12]([OH:14])=[O:13].N1CCCCC1. (4) Given the product [Br:9][C:10]1[CH:15]=[CH:14][C:13]([S:16]([NH:1][C:2]2[O:6][N:5]=[C:4]([CH3:7])[C:3]=2[Br:8])(=[O:18])=[O:17])=[CH:12][CH:11]=1, predict the reactants needed to synthesize it. The reactants are: [NH2:1][C:2]1[O:6][N:5]=[C:4]([CH3:7])[C:3]=1[Br:8].[Br:9][C:10]1[CH:15]=[CH:14][C:13]([S:16](Cl)(=[O:18])=[O:17])=[CH:12][CH:11]=1. (5) Given the product [OH:1][CH:2]1[CH2:11][CH2:10][CH2:9][CH:8]2[C:3]1([C:14]1[CH:19]=[CH:18][CH:17]=[C:16]([O:20][CH3:21])[CH:15]=1)[CH2:4][CH2:5][C:6](=[O:13])[CH:7]2[CH3:12], predict the reactants needed to synthesize it. The reactants are: [OH:1][CH:2]1[CH2:11][CH2:10][CH2:9][C:8]2[C:3]1([C:14]1[CH:19]=[CH:18][CH:17]=[C:16]([O:20][CH3:21])[CH:15]=1)[CH2:4][CH2:5][C:6](=[O:13])[C:7]=2[CH3:12].